This data is from Reaction yield outcomes from USPTO patents with 853,638 reactions. The task is: Predict the reaction yield, written as a fraction of the theoretical maximum amount of product (1.0 means a 100% yield; for example, 0.34 means a 34% yield). (1) The reactants are [CH2:1]([O:3][C:4]1[CH:5]=[C:6]([N:10]2[CH2:14][C:13]3([CH2:19][CH2:18][CH2:17][CH:16]([C:20](OC)=O)[CH2:15]3)[O:12][C:11]2=[O:24])[CH:7]=[CH:8][CH:9]=1)[CH3:2].COC1C=CC(C[N:34]2CC3(CCCC(COCC4C=CC=CC=4)(C(OC)=O)C3)OC2=O)=CC=1.NCC1(COCC2C=CC=CC=2)CCCC2(OC(=O)N(CC3C=CC(OC)=CC=3)C2)C1. No catalyst specified. The product is [NH2:34][CH2:20][CH:16]1[CH2:17][CH2:18][CH2:19][C:13]2([O:12][C:11](=[O:24])[N:10]([C:6]3[CH:7]=[CH:8][CH:9]=[C:4]([O:3][CH2:1][CH3:2])[CH:5]=3)[CH2:14]2)[CH2:15]1. The yield is 0.740. (2) The reactants are [CH2:1]([P:7]([CH2:14][CH2:15][CH2:16][CH2:17][CH2:18][CH3:19])[CH2:8][CH2:9][CH2:10][CH2:11][CH2:12][CH3:13])[CH2:2][CH2:3][CH2:4][CH2:5][CH3:6].[I:20][CH3:21]. The catalyst is CCCCCC. The product is [I-:20].[CH2:14]([P+:7]([CH2:1][CH2:2][CH2:3][CH2:4][CH2:5][CH3:6])([CH2:8][CH2:9][CH2:10][CH2:11][CH2:12][CH3:13])[CH3:21])[CH2:15][CH2:16][CH2:17][CH2:18][CH3:19]. The yield is 0.850. (3) The reactants are [F:1][C:2]1[CH:10]=[CH:9][CH:8]=[C:7]([F:11])[C:3]=1[C:4](Cl)=[O:5].[Br:12][C:13]1[CH:19]=C[C:16]([NH2:17])=[CH:15][C:14]=1[CH3:20].[N:21]1C=CC=CC=1.O. The catalyst is C(Cl)Cl. The product is [Br:12][C:13]1[C:14]([CH3:20])=[CH:15][C:16]([NH:17][C:4](=[O:5])[C:3]2[C:2]([F:1])=[CH:10][CH:9]=[CH:8][C:7]=2[F:11])=[N:21][CH:19]=1. The yield is 0.280.